Task: Predict which catalyst facilitates the given reaction.. Dataset: Catalyst prediction with 721,799 reactions and 888 catalyst types from USPTO (1) Reactant: [CH2:1]([N:3]([CH2:11][C:12]1[CH:13]=[N:14][CH:15]=[C:16]([C:19]2[CH:20]=[C:21]3[C:25](=[CH:26][CH:27]=2)[N:24]([CH:28]2[CH2:33][CH2:32][CH2:31][CH2:30][O:29]2)[N:23]=[C:22]3[C:34]2[NH:35][C:36]([C:39]([NH:41][CH2:42]C3C=NC=CC=3)=[O:40])=[CH:37][N:38]=2)[C:17]=1[CH3:18])[C:4](=[O:10])[O:5][C:6]([CH3:9])([CH3:8])[CH3:7])[CH3:2].C(OC(N(CC1C(C)=C(C2C=C3C(=CC=2)N(C2CCCCO2)N=C3C2NC(C(O)=O)=CN=2)C=NC=1)CC)=O)(C)(C)C.C(N(C(C)C)CC)(C)C.[N:99]1[CH:104]=[CH:103][CH:102]=[CH:101][C:100]=1[CH2:105][N:106]1[CH2:111]CN[CH2:108][CH2:107]1.CN(C(ON1N=NC2C=CC=NC1=2)=[N+](C)C)C.F[P-](F)(F)(F)(F)F. Product: [CH2:1]([N:3]([CH2:11][C:12]1[CH:13]=[N:14][CH:15]=[C:16]([C:19]2[CH:20]=[C:21]3[C:25](=[CH:26][CH:27]=2)[N:24]([CH:28]2[CH2:33][CH2:32][CH2:31][CH2:30][O:29]2)[N:23]=[C:22]3[C:34]2[NH:35][C:36]([C:39]([N:41]3[CH2:42][CH2:111][N:106]([CH2:105][C:100]4[CH:101]=[CH:102][CH:103]=[CH:104][N:99]=4)[CH2:107][CH2:108]3)=[O:40])=[CH:37][N:38]=2)[C:17]=1[CH3:18])[C:4](=[O:10])[O:5][C:6]([CH3:9])([CH3:8])[CH3:7])[CH3:2]. The catalyst class is: 2. (2) Reactant: [NH2:1][C:2]1[C:7]([C:8]([NH:10][C:11]2([C:20]([OH:22])=[O:21])[CH2:19][C:18]3[C:13](=[CH:14][CH:15]=[CH:16][CH:17]=3)[CH2:12]2)=[O:9])=[C:6]([CH:23]=[C:24]([CH3:26])[CH3:25])[C:5]([CH3:27])=[CH:4][CH:3]=1.[C:28](O)(=[O:30])[CH3:29]. Product: [C:28]([NH:1][C:2]1[C:7]([C:8]([NH:10][C:11]2([C:20]([OH:22])=[O:21])[CH2:12][C:13]3[C:18](=[CH:17][CH:16]=[CH:15][CH:14]=3)[CH2:19]2)=[O:9])=[C:6]([CH:23]=[C:24]([CH3:25])[CH3:26])[C:5]([CH3:27])=[CH:4][CH:3]=1)(=[O:30])[CH3:29]. The catalyst class is: 45. (3) Reactant: Cl[C:2]1[N:10]=[C:9](Cl)[CH:8]=[CH:7][C:3]=1[C:4]([NH2:6])=[O:5].[C:12]1([CH3:26])[CH:17]=[CH:16][C:15]([O:18][C:19]2[CH:24]=[CH:23][C:22]([OH:25])=[CH:21][CH:20]=2)=[CH:14][CH:13]=1.CC1(C)C(C)(C)OB([C:35]2[CH2:36][N:37]([C:40]([O:42]C(C)(C)C)=O)[CH2:38][CH:39]=2)O1.[C:48](Cl)(=O)[CH:49]=C.N1C=CCCC1.N1CCCCC1. Product: [C:40]([N:37]1[CH2:36][CH2:35][CH:39]([C:9]2[CH:8]=[CH:7][C:3]([C:4]([NH2:6])=[O:5])=[C:2]([O:25][C:22]3[CH:23]=[CH:24][C:19]([O:18][C:15]4[CH:14]=[CH:13][C:12]([CH3:26])=[CH:17][CH:16]=4)=[CH:20][CH:21]=3)[N:10]=2)[CH2:38]1)(=[O:42])[CH:48]=[CH2:49]. The catalyst class is: 45.